Dataset: Peptide-MHC class II binding affinity with 134,281 pairs from IEDB. Task: Regression. Given a peptide amino acid sequence and an MHC pseudo amino acid sequence, predict their binding affinity value. This is MHC class II binding data. (1) The peptide sequence is HAYYLQYKNVRPDYL. The MHC is DRB4_0101 with pseudo-sequence DRB4_0103. The binding affinity (normalized) is 0.555. (2) The peptide sequence is EKKYFAATIFEPLAA. The MHC is HLA-DPA10301-DPB10402 with pseudo-sequence HLA-DPA10301-DPB10402. The binding affinity (normalized) is 0.982. (3) The peptide sequence is RNSRWSSPDNVKPLY. The MHC is HLA-DPA10103-DPB10201 with pseudo-sequence HLA-DPA10103-DPB10201. The binding affinity (normalized) is 0. (4) The peptide sequence is YDKFLANVSAVLTGK. The binding affinity (normalized) is 0.632. The MHC is DRB1_0401 with pseudo-sequence DRB1_0401.